Dataset: Full USPTO retrosynthesis dataset with 1.9M reactions from patents (1976-2016). Task: Predict the reactants needed to synthesize the given product. (1) The reactants are: Cl[C:2]1[N:3]=[CH:4][C:5]([CH2:8][OH:9])=[N:6][CH:7]=1.C(=O)([O-])[O-].[K+].[K+].[NH:16]1[CH2:21][CH2:20][CH2:19][CH2:18][CH2:17]1.O. Given the product [N:16]1([C:2]2[N:3]=[CH:4][C:5]([CH2:8][OH:9])=[N:6][CH:7]=2)[CH2:21][CH2:20][CH2:19][CH2:18][CH2:17]1, predict the reactants needed to synthesize it. (2) Given the product [C:92]([O:91][C:89]([NH:88][C@H:84]([C:85]([N:11]1[CH2:16][CH2:15][N:14]2[N:17]=[C:18]([C:20]3[CH:25]=[CH:24][CH:23]=[CH:22][CH:21]=3)[CH:19]=[C:13]2[CH:12]1[CH2:26][CH:27]1[CH2:28][CH2:29][CH2:30][CH2:31][CH2:32]1)=[O:87])[CH2:83][Se:82][Se:81][CH2:80][C@H:79]([NH:78][C:71](=[O:72])[O:73][C:74]([CH3:76])([CH3:77])[CH3:75])[C:96]([N:11]1[CH2:16][CH2:15][N:14]2[N:17]=[C:18]([C:20]3[CH:21]=[CH:22][CH:23]=[CH:24][CH:25]=3)[CH:19]=[C:13]2[CH:12]1[CH2:26][CH:27]1[CH2:32][CH2:31][CH2:30][CH2:29][CH2:28]1)=[O:98])=[O:90])([CH3:94])([CH3:95])[CH3:93], predict the reactants needed to synthesize it. The reactants are: C(OC(=O)N[C@@H](CSSC[C@H](NC(OC(C)(C)C)=O)C([N:11]1[CH2:16][CH2:15][N:14]2[N:17]=[C:18]([C:20]3[CH:25]=[CH:24][CH:23]=[CH:22][CH:21]=3)[CH:19]=[C:13]2[CH:12]1[CH2:26][CH:27]1[CH2:28][CH2:29][CH2:30][CH2:31][CH2:32]1)=O)C([N:11]1[CH2:16][CH2:15][N:14]2[N:17]=[C:18]([C:20]3[CH:25]=[CH:24][CH:23]=[CH:22][CH:21]=3)[CH:19]=[C:13]2[CH:12]1[CH2:26][CH:27]1[CH2:32][CH2:31][CH2:30][CH2:29][CH2:28]1)=O)(C)(C)C.[C:71]([NH:78][C@H:79]([C:96]([OH:98])=O)[CH2:80][Se:81][Se:82][CH2:83][C@H:84]([NH:88][C:89]([O:91][C:92]([CH3:95])([CH3:94])[CH3:93])=[O:90])[C:85]([OH:87])=O)([O:73][C:74]([CH3:77])([CH3:76])[CH3:75])=[O:72]. (3) The reactants are: [O:1]1[C:5]2[CH2:6][NH:7][CH2:8][CH2:9][CH:10]([OH:11])[C:4]=2[CH:3]=[CH:2]1.[CH2:12]([O:19][C:20]1[CH:25]=[CH:24][C:23](F)=[C:22]([Cl:27])[C:21]=1[Br:28])[C:13]1[CH:18]=[CH:17][CH:16]=[CH:15][CH:14]=1. Given the product [ClH:27].[CH2:12]([O:19][C:20]1[CH:25]=[CH:24][C:23]([O:11][CH:10]2[CH2:9][CH2:8][NH:7][CH2:6][C:5]3[O:1][CH:2]=[CH:3][C:4]2=3)=[C:22]([Cl:27])[C:21]=1[Br:28])[C:13]1[CH:14]=[CH:15][CH:16]=[CH:17][CH:18]=1, predict the reactants needed to synthesize it. (4) Given the product [O:1]([C:2]1[CH:7]=[CH:6][C:5]([CH:8]([C:15]2[CH:16]=[CH:17][C:18]([O:21][C:27]#[N:24])=[CH:19][CH:20]=2)[C:9]2[CH:14]=[CH:13][CH:12]=[CH:11][CH:10]=2)=[CH:4][CH:3]=1)[C:30]#[N:29], predict the reactants needed to synthesize it. The reactants are: [OH:1][C:2]1[CH:7]=[CH:6][C:5]([CH:8]([C:15]2[CH:20]=[CH:19][C:18]([OH:21])=[CH:17][CH:16]=2)[C:9]2[CH:14]=[CH:13][CH:12]=[CH:11][CH:10]=2)=[CH:4][CH:3]=1.C([N:24]([CH2:27]C)CC)C.[N:29]#[C:30]Cl.